This data is from NCI-60 drug combinations with 297,098 pairs across 59 cell lines. The task is: Regression. Given two drug SMILES strings and cell line genomic features, predict the synergy score measuring deviation from expected non-interaction effect. (1) Drug 1: C1=C(C(=O)NC(=O)N1)F. Drug 2: N.N.Cl[Pt+2]Cl. Cell line: MOLT-4. Synergy scores: CSS=38.7, Synergy_ZIP=9.44, Synergy_Bliss=6.69, Synergy_Loewe=5.76, Synergy_HSA=8.73. (2) Synergy scores: CSS=9.24, Synergy_ZIP=-2.91, Synergy_Bliss=-1.05, Synergy_Loewe=-7.60, Synergy_HSA=-2.22. Drug 1: C1=NC2=C(N1)C(=S)N=C(N2)N. Cell line: A498. Drug 2: C1=NC2=C(N=C(N=C2N1C3C(C(C(O3)CO)O)O)F)N. (3) Drug 1: C1CNP(=O)(OC1)N(CCCl)CCCl. Drug 2: CC12CCC3C(C1CCC2OP(=O)(O)O)CCC4=C3C=CC(=C4)OC(=O)N(CCCl)CCCl.[Na+]. Cell line: HCC-2998. Synergy scores: CSS=-0.789, Synergy_ZIP=9.02, Synergy_Bliss=6.88, Synergy_Loewe=-9.85, Synergy_HSA=-0.913.